Predict the reactants needed to synthesize the given product. From a dataset of Full USPTO retrosynthesis dataset with 1.9M reactions from patents (1976-2016). (1) Given the product [C:1]1([S:7]([C:10]2[C@H:11]([CH3:29])[C@@H:12]([O:24][Si:34]([C:31]([CH3:33])([CH3:32])[CH3:30])([CH3:36])[CH3:35])[C@@H:14]([CH3:13])[C@H:15]([OH:46])[CH:16]=2)(=[O:8])=[O:9])[CH:2]=[CH:3][CH:4]=[CH:5][CH:6]=1, predict the reactants needed to synthesize it. The reactants are: [C:1]1([S:7]([CH:10]2[CH:16]=[C:15](SC3C=CC=CC=3)[CH2:14][CH2:13][C@@H:12]([O:24][Si](C)(C)C)[C@H:11]2[CH3:29])(=[O:9])=[O:8])[CH:6]=[CH:5][CH:4]=[CH:3][CH:2]=1.[CH3:30][C:31]([Si:34](Cl)([CH3:36])[CH3:35])([CH3:33])[CH3:32].N1C=CN=C1.C1C[O:46]CC1.CCCC[N+](CCCC)(CCCC)CCCC.[F-]. (2) Given the product [Cl:17][C:12]1[CH:11]=[CH:10][N:9]=[C:8]([NH:1][C:2]2[CH:7]=[CH:6][CH:5]=[CH:4][CH:3]=2)[N:13]=1, predict the reactants needed to synthesize it. The reactants are: [NH:1]([C:8]1[N:13]=[C:12](O)[CH:11]=[CH:10][N:9]=1)[C:2]1[CH:7]=[CH:6][CH:5]=[CH:4][CH:3]=1.O=P(Cl)(Cl)[Cl:17]. (3) Given the product [CH3:43][C:44]1[CH:45]=[CH:46][C:47]([C:50]2[C:54]([C:55]([N:2]3[CH2:7][CH2:6][CH2:5][C@@H:4]([C:8]([OH:11])([CH3:10])[CH3:9])[CH2:3]3)=[O:56])=[CH:53][O:52][N:51]=2)=[CH:48][CH:49]=1, predict the reactants needed to synthesize it. The reactants are: Cl.[NH:2]1[CH2:7][CH2:6][CH2:5][C@@H:4]([C:8]([OH:11])([CH3:10])[CH3:9])[CH2:3]1.CN(C(ON1N=NC2C=CC=CC1=2)=[N+](C)C)C.[B-](F)(F)(F)F.C(N(C(C)C)C(C)C)C.[CH3:43][C:44]1[CH:49]=[CH:48][C:47]([C:50]2[C:54]([C:55](O)=[O:56])=[CH:53][O:52][N:51]=2)=[CH:46][CH:45]=1. (4) Given the product [CH2:1]1[O:17][C:16]2[C:3](=[CH:4][C:5]3[CH:6]=[C:7]([C:26]([NH:28][CH2:29][CH2:30][CH2:31][CH2:32][CH2:33][C:34]([OH:36])=[O:35])=[O:27])[C:8]4[C:13]([C:14]=3[CH:15]=2)=[CH:12][C:11]([O:18][CH2:19][C:20]2[CH:25]=[CH:24][CH:23]=[CH:22][CH:21]=2)=[CH:10][CH:9]=4)[O:2]1, predict the reactants needed to synthesize it. The reactants are: [CH2:1]1[O:17][C:16]2[C:3](=[CH:4][C:5]3[CH:6]=[C:7]([C:26]([NH:28][CH2:29][CH2:30][CH2:31][CH2:32][CH2:33][C:34]([O:36]C)=[O:35])=[O:27])[C:8]4[C:13]([C:14]=3[CH:15]=2)=[CH:12][C:11]([O:18][CH2:19][C:20]2[CH:25]=[CH:24][CH:23]=[CH:22][CH:21]=2)=[CH:10][CH:9]=4)[O:2]1.N. (5) The reactants are: [C:1]([O:5][C:6](=[O:43])[NH:7][CH2:8][C@H:9]1[CH2:14][CH2:13][C@H:12]([C:15](=[O:42])[NH:16][C@H:17]([C:28]2[NH:29][CH:30]=[C:31]([C:33]3[CH:38]=[CH:37][C:36]([C:39]#[N:40])=[C:35]([F:41])[CH:34]=3)[N:32]=2)[CH2:18][C:19]2[CH:24]=[CH:23][CH:22]=[CH:21][C:20]=2[N+:25]([O-])=O)[CH2:11][CH2:10]1)([CH3:4])([CH3:3])[CH3:2].C(O)(=O)C. Given the product [C:1]([O:5][C:6](=[O:43])[NH:7][CH2:8][C@H:9]1[CH2:14][CH2:13][C@H:12]([C:15](=[O:42])[NH:16][C@H:17]([C:28]2[NH:29][CH:30]=[C:31]([C:33]3[CH:38]=[CH:37][C:36]([C:39]#[N:40])=[C:35]([F:41])[CH:34]=3)[N:32]=2)[CH2:18][C:19]2[CH:24]=[CH:23][CH:22]=[CH:21][C:20]=2[NH2:25])[CH2:11][CH2:10]1)([CH3:4])([CH3:2])[CH3:3], predict the reactants needed to synthesize it. (6) The reactants are: Br[CH2:2][C:3]1[CH:8]=[CH:7][C:6]([CH2:9][C:10]([OH:12])=O)=[CH:5][CH:4]=1.S(Cl)(Cl)=O.[CH2:17]([NH2:24])[CH2:18][CH2:19][CH2:20][CH2:21][CH2:22][CH3:23].C(N(CC)C(C)C)(C)C.Cl.C([O-])([O-])=[O:36].[Ca+2]. Given the product [CH2:17]([NH:24][C:10](=[O:12])[CH2:9][C:6]1[CH:5]=[CH:4][C:3]([CH2:2][OH:36])=[CH:8][CH:7]=1)[CH2:18][CH2:19][CH2:20][CH2:21][CH2:22][CH3:23], predict the reactants needed to synthesize it. (7) Given the product [Br:14][C:15]1[N:20]=[C:19]([CH2:21][N:4]2[CH2:5][CH2:6][N:1]([C:7]([O:9][C:10]([CH3:13])([CH3:12])[CH3:11])=[O:8])[CH2:2][CH2:3]2)[CH:18]=[CH:17][CH:16]=1, predict the reactants needed to synthesize it. The reactants are: [N:1]1([C:7]([O:9][C:10]([CH3:13])([CH3:12])[CH3:11])=[O:8])[CH2:6][CH2:5][NH:4][CH2:3][CH2:2]1.[Br:14][C:15]1[N:20]=[C:19]([CH:21]=O)[CH:18]=[CH:17][CH:16]=1.C(O[BH-](OC(=O)C)OC(=O)C)(=O)C.[Na+].